From a dataset of Reaction yield outcomes from USPTO patents with 853,638 reactions. Predict the reaction yield, written as a fraction of the theoretical maximum amount of product (1.0 means a 100% yield; for example, 0.34 means a 34% yield). (1) The reactants are S1C2C(=NC=CC=2OC2C=CC(N)=CC=2)C=C1.F[C:19]1[CH:20]=[C:21]([NH:45][C:46]([NH:48][C:49](=[O:57])[CH2:50][C:51]2[CH:56]=[CH:55][CH:54]=[CH:53][CH:52]=2)=[S:47])[CH:22]=[CH:23][C:24]=1[O:25][C:26]1[CH:31]=[CH:30][N:29]=[C:28]2[CH:32]=[C:33](C3C=CC(S(C)(=O)=O)=CC=3)[S:34][C:27]=12. No catalyst specified. The product is [C:51]1([CH2:50][C:49]([NH:48][C:46](=[S:47])[NH:45][C:21]2[CH:20]=[CH:19][C:24]([O:25][C:26]3[CH:31]=[CH:30][N:29]=[C:28]4[CH:32]=[CH:33][S:34][C:27]=34)=[CH:23][CH:22]=2)=[O:57])[CH:56]=[CH:55][CH:54]=[CH:53][CH:52]=1. The yield is 0.340. (2) The yield is 0.790. The product is [Br:41][C:42]1[CH:49]=[CH:48][C:47]([F:50])=[CH:46][C:43]=1[C@H:44]([OH:45])[CH2:4][CH3:5]. The reactants are C([Zn][CH2:4][CH3:5])C.CCCCCC.COC1C=CC=CC=1[C@H](N[C@H](C1C=CC=CC=1)C)C1C2C(=CC=CC=2)C=CC=1O.[Br:41][C:42]1[CH:49]=[CH:48][C:47]([F:50])=[CH:46][C:43]=1[CH:44]=[O:45].Cl. The catalyst is C1(C)C=CC=CC=1. (3) The reactants are [F:1][C:2]([F:29])([F:28])[O:3][C:4]1[CH:9]=[CH:8][C:7]([N:10]2[CH:14]=[N:13][C:12]([C:15]3[CH:27]=[CH:26][C:18](/[CH:19]=[N:20]/[NH:21][C:22](SC)=[S:23])=[CH:17][CH:16]=3)=[N:11]2)=[CH:6][CH:5]=1.[CH3:30][N:31]([CH3:39])[C:32]1[CH:37]=[CH:36][CH:35]=[C:34]([NH2:38])[CH:33]=1. The catalyst is CN(C=O)C. The product is [CH3:30][N:31]([CH3:39])[C:32]1[CH:33]=[C:34]([NH:38][C:22]([NH:21][N:20]=[CH:19][C:18]2[CH:17]=[CH:16][C:15]([C:12]3[N:13]=[CH:14][N:10]([C:7]4[CH:6]=[CH:5][C:4]([O:3][C:2]([F:28])([F:1])[F:29])=[CH:9][CH:8]=4)[N:11]=3)=[CH:27][CH:26]=2)=[S:23])[CH:35]=[CH:36][CH:37]=1. The yield is 0.780.